Dataset: Retrosynthesis with 50K atom-mapped reactions and 10 reaction types from USPTO. Task: Predict the reactants needed to synthesize the given product. (1) Given the product CCNCC(F)(F)F, predict the reactants needed to synthesize it. The reactants are: CC=O.NCC(F)(F)F. (2) Given the product CCOC(=O)C(C(=O)OCC)=C(C)Cc1ccc(Br)cc1, predict the reactants needed to synthesize it. The reactants are: CC(=O)Cc1ccc(Br)cc1.CCOC(=O)CC(=O)OCC. (3) Given the product CN1C(=O)[C@H](NC(=O)CCc2ccc(Cl)cc2Cl)N=C(c2ccccc2)c2cc(N)ccc21, predict the reactants needed to synthesize it. The reactants are: CN1C(=O)[C@H](NC(=O)CCc2ccc(Cl)cc2Cl)N=C(c2ccccc2)c2cc([N+](=O)[O-])ccc21.